This data is from Reaction yield outcomes from USPTO patents with 853,638 reactions. The task is: Predict the reaction yield, written as a fraction of the theoretical maximum amount of product (1.0 means a 100% yield; for example, 0.34 means a 34% yield). The reactants are [NH2:1][C@H:2]([CH:21]([CH3:23])[CH3:22])[C:3]([N:5]1[CH2:10][CH2:9][C@@:8]([C:12]2[CH:17]=[CH:16][C:15]([Cl:18])=[CH:14][CH:13]=2)([OH:11])[C:7]([CH3:20])([CH3:19])[CH2:6]1)=[O:4].[CH3:24][O:25][C:26]([C:28]1[CH:33]=[CH:32][CH:31]=[CH:30][C:29]=1[C:34]1[CH:39]=[CH:38][CH:37]=[C:36]([C:40](O)=[O:41])[CH:35]=1)=[O:27].C1C=CC2N(O)N=NC=2C=1.C(Cl)CCl.C(N(CC)CC)C. The catalyst is C(Cl)Cl. The product is [Cl:18][C:15]1[CH:14]=[CH:13][C:12]([C@@:8]2([OH:11])[CH2:9][CH2:10][N:5]([C:3](=[O:4])[C@H:2]([NH:1][C:40]([C:36]3[CH:35]=[C:34]([C:29]4[C:28]([C:26]([O:25][CH3:24])=[O:27])=[CH:33][CH:32]=[CH:31][CH:30]=4)[CH:39]=[CH:38][CH:37]=3)=[O:41])[CH:21]([CH3:23])[CH3:22])[CH2:6][C:7]2([CH3:19])[CH3:20])=[CH:17][CH:16]=1. The yield is 0.650.